This data is from Reaction yield outcomes from USPTO patents with 853,638 reactions. The task is: Predict the reaction yield, written as a fraction of the theoretical maximum amount of product (1.0 means a 100% yield; for example, 0.34 means a 34% yield). The reactants are [C:1]([C:3]1[CH:4]=[C:5]2[C:10](=[CH:11][C:12]=1[O:13][CH3:14])[N:9]=[CH:8][CH:7]=[C:6]2[O:15][C:16]1[CH:21]=[CH:20][C:19]([NH:22][C:23](=[O:31])OC2C=CC=CC=2)=[CH:18][CH:17]=1)#[N:2].[NH2:32][C:33]1[CH:38]=[CH:37][CH:36]=[CH:35][N:34]=1.O. The catalyst is CS(C)=O. The yield is 0.540. The product is [C:1]([C:3]1[CH:4]=[C:5]2[C:10](=[CH:11][C:12]=1[O:13][CH3:14])[N:9]=[CH:8][CH:7]=[C:6]2[O:15][C:16]1[CH:21]=[CH:20][C:19]([NH:22][C:23]([NH:32][C:33]2[CH:38]=[CH:37][CH:36]=[CH:35][N:34]=2)=[O:31])=[CH:18][CH:17]=1)#[N:2].